From a dataset of NCI-60 drug combinations with 297,098 pairs across 59 cell lines. Regression. Given two drug SMILES strings and cell line genomic features, predict the synergy score measuring deviation from expected non-interaction effect. (1) Drug 1: CC(C)NC(=O)C1=CC=C(C=C1)CNNC.Cl. Drug 2: C1CCC(C(C1)N)N.C(=O)(C(=O)[O-])[O-].[Pt+4]. Cell line: A549. Synergy scores: CSS=3.23, Synergy_ZIP=-10.2, Synergy_Bliss=-17.3, Synergy_Loewe=-36.7, Synergy_HSA=-17.5. (2) Drug 1: CN1C(=O)N2C=NC(=C2N=N1)C(=O)N. Drug 2: CC1=C(N=C(N=C1N)C(CC(=O)N)NCC(C(=O)N)N)C(=O)NC(C(C2=CN=CN2)OC3C(C(C(C(O3)CO)O)O)OC4C(C(C(C(O4)CO)O)OC(=O)N)O)C(=O)NC(C)C(C(C)C(=O)NC(C(C)O)C(=O)NCCC5=NC(=CS5)C6=NC(=CS6)C(=O)NCCC[S+](C)C)O. Cell line: K-562. Synergy scores: CSS=8.27, Synergy_ZIP=-0.152, Synergy_Bliss=1.64, Synergy_Loewe=2.83, Synergy_HSA=0.695. (3) Drug 1: CC1C(C(CC(O1)OC2CC(CC3=C2C(=C4C(=C3O)C(=O)C5=C(C4=O)C(=CC=C5)OC)O)(C(=O)CO)O)N)O.Cl. Drug 2: C(CN)CNCCSP(=O)(O)O. Cell line: UACC62. Synergy scores: CSS=3.77, Synergy_ZIP=-1.34, Synergy_Bliss=1.27, Synergy_Loewe=-5.02, Synergy_HSA=0.867.